From a dataset of Peptide-MHC class I binding affinity with 185,985 pairs from IEDB/IMGT. Regression. Given a peptide amino acid sequence and an MHC pseudo amino acid sequence, predict their binding affinity value. This is MHC class I binding data. The peptide sequence is KQFYIFNTH. The MHC is HLA-A03:01 with pseudo-sequence HLA-A03:01. The binding affinity (normalized) is 0.0847.